This data is from Forward reaction prediction with 1.9M reactions from USPTO patents (1976-2016). The task is: Predict the product of the given reaction. (1) Given the reactants Cl.[NH:2]1[CH2:7][CH2:6][CH:5]([NH:8][C:9]([C:11]2[C:15]3[N:16]=[CH:17][N:18]=[C:19]([C:20]4[CH:25]=[CH:24][C:23]([F:26])=[CH:22][C:21]=4[O:27][CH2:28][CH:29]4[CH2:31][CH2:30]4)[C:14]=3[NH:13][CH:12]=2)=[O:10])[CH2:4][CH2:3]1.[CH3:32][O:33][CH2:34][C:35](Cl)=[O:36], predict the reaction product. The product is: [CH3:32][O:33][CH2:34][C:35]([N:2]1[CH2:3][CH2:4][CH:5]([NH:8][C:9]([C:11]2[C:15]3[N:16]=[CH:17][N:18]=[C:19]([C:20]4[CH:25]=[CH:24][C:23]([F:26])=[CH:22][C:21]=4[O:27][CH2:28][CH:29]4[CH2:30][CH2:31]4)[C:14]=3[NH:13][CH:12]=2)=[O:10])[CH2:6][CH2:7]1)=[O:36]. (2) The product is: [Cl:28][C:22]1[CH:23]=[CH:24][C:25]([F:27])=[CH:26][C:21]=1[C:20]([NH:19][C:13]1[C:12]([OH:11])=[N:7][C:5]([CH3:6])=[N:8][C:14]=1[OH:15])=[O:29]. Given the reactants C[O-].[Na+].Cl.[C:5]([NH2:8])(=[NH:7])[CH3:6].C([O:11][C:12](=O)[CH:13]([NH:19][C:20](=[O:29])[C:21]1[CH:26]=[C:25]([F:27])[CH:24]=[CH:23][C:22]=1[Cl:28])[C:14](OCC)=[O:15])C, predict the reaction product. (3) The product is: [CH:30]1([C:26]2[CH:27]=[C:28]([CH3:29])[C:23]([N:20]3[CH2:21][CH2:22][N:17]([C:15]([C:5]4[CH:4]=[CH:3][C:2]([N:34]5[CH2:35][CH2:36][CH2:37][S:33]5(=[O:39])=[O:38])=[CH:7][C:6]=4[N:8]4[CH2:12][CH2:11][N:10]([CH3:13])[C:9]4=[O:14])=[O:16])[CH2:18][CH2:19]3)=[N:24][CH:25]=2)[CH2:32][CH2:31]1. Given the reactants Cl[C:2]1[CH:3]=[CH:4][C:5]([C:15]([N:17]2[CH2:22][CH2:21][N:20]([C:23]3[C:28]([CH3:29])=[CH:27][C:26]([CH:30]4[CH2:32][CH2:31]4)=[CH:25][N:24]=3)[CH2:19][CH2:18]2)=[O:16])=[C:6]([N:8]2[CH2:12][CH2:11][N:10]([CH3:13])[C:9]2=[O:14])[CH:7]=1.[S:33]1(=[O:39])(=[O:38])[CH2:37][CH2:36][CH2:35][NH:34]1, predict the reaction product. (4) Given the reactants [Cl:1][C:2]1[CH:11]=[C:10]2[C:5]([C:6]([C:28]3[CH:33]=[CH:32][CH:31]=[CH:30][CH:29]=3)=[C:7]([CH2:13][C:14]([NH:16][C:17]3[CH:22]=[CH:21][C:20]([Cl:23])=[CH:19][C:18]=3[C:24]([F:27])([F:26])[F:25])=[O:15])[C:8](=[O:12])[O:9]2)=[CH:4][C:3]=1[OH:34].[CH2:35]([O:37][CH2:38][CH2:39]Cl)[CH3:36].[C:41](=O)([O-])[O-].[K+].[K+].[I-].[Na+], predict the reaction product. The product is: [Cl:1][C:2]1[CH:11]=[C:10]2[C:5]([C:6]([C:28]3[CH:33]=[CH:32][CH:31]=[CH:30][CH:29]=3)=[C:7]([CH2:13][C:14]([NH:16][C:17]3[CH:22]=[CH:21][C:20]([Cl:23])=[CH:19][C:18]=3[C:24]([F:25])([F:27])[F:26])=[O:15])[C:8](=[O:12])[O:9]2)=[CH:4][C:3]=1[O:34][CH2:36][CH2:35][O:37][CH2:38][CH2:39][CH3:41]. (5) The product is: [F:15][CH:14]([F:16])[O:3][C:4]1[CH:9]=[CH:8][CH:7]=[CH:6][C:5]=1[C:10](=[O:12])[CH3:11]. Given the reactants [OH-].[K+].[OH:3][C:4]1[CH:9]=[CH:8][CH:7]=[CH:6][C:5]=1[C:10](=[O:12])[CH3:11].Br[C:14](P(=O)(OCC)OCC)([F:16])[F:15], predict the reaction product. (6) Given the reactants [NH2:1][C:2]1[CH:3]=[N:4][CH:5]=[C:6]([CH:10]=1)[C:7]([OH:9])=[O:8].[CH3:11][C:12](=O)[CH2:13][CH2:14][C:15](=O)[CH3:16], predict the reaction product. The product is: [CH3:16][C:15]1[N:1]([C:2]2[CH:3]=[N:4][CH:5]=[C:6]([CH:10]=2)[C:7]([OH:9])=[O:8])[C:12]([CH3:11])=[CH:13][CH:14]=1. (7) Given the reactants [CH3:1][O:2][CH2:3][CH2:4][C:5]1[S:9][C:8]([S:10]([NH2:13])(=[O:12])=[O:11])=[CH:7][C:6]=1[CH3:14].Cl[C:16](OC1C=CC=CC=1)=[O:17].C(N(CC)CC)C.[CH2:32]([C:34]1[N:35]=[C:36]([NH2:41])[S:37][C:38]=1[S:39][CH3:40])[CH3:33], predict the reaction product. The product is: [CH2:32]([C:34]1[N:35]=[C:36]([NH:41][C:16]([NH:13][S:10]([C:8]2[S:9][C:5]([CH2:4][CH2:3][O:2][CH3:1])=[C:6]([CH3:14])[CH:7]=2)(=[O:12])=[O:11])=[O:17])[S:37][C:38]=1[S:39][CH3:40])[CH3:33]. (8) Given the reactants N1C2C(=CC(/C=C3/C(=O)NC4C/3=CC=CC=4)=CC=2)C=N1.[I:21][C:22]1[C:30]2[C:25](=[CH:26][C:27]([CH:31]=O)=[CH:28][CH:29]=2)[NH:24][N:23]=1.[CH3:33][N:34]1[C:42]2[C:37](=[CH:38][CH:39]=[CH:40][CH:41]=2)[CH2:36][C:35]1=[O:43], predict the reaction product. The product is: [I:21][C:22]1[C:30]2[C:25](=[CH:26][C:27](/[CH:31]=[C:36]3/[C:35](=[O:43])[N:34]([CH3:33])[C:42]4[C:37]/3=[CH:38][CH:39]=[CH:40][CH:41]=4)=[CH:28][CH:29]=2)[NH:24][N:23]=1.